Dataset: Forward reaction prediction with 1.9M reactions from USPTO patents (1976-2016). Task: Predict the product of the given reaction. (1) Given the reactants [H-].[Na+].[C:3]([C:7]1[CH:25]=[CH:24][C:10]([C:11]([NH:13][C:14]2[CH:15]=[C:16]([S:20]([OH:23])(=[O:22])=[O:21])[CH:17]=[CH:18][CH:19]=2)=[O:12])=[CH:9][CH:8]=1)([CH3:6])([CH3:5])[CH3:4].I[CH3:27].Cl, predict the reaction product. The product is: [C:3]([C:7]1[CH:25]=[CH:24][C:10]([C:11]([N:13]([C:14]2[CH:15]=[C:16]([S:20]([OH:23])(=[O:22])=[O:21])[CH:17]=[CH:18][CH:19]=2)[CH3:27])=[O:12])=[CH:9][CH:8]=1)([CH3:6])([CH3:4])[CH3:5]. (2) Given the reactants Cl[C:2]1[CH:10]=[C:9]2[C:5]([C:6]([CH:11]=[CH:12][C:13]3[CH:18]=[CH:17][C:16]([CH2:19][CH3:20])=[CH:15][N:14]=3)=[N:7][NH:8]2)=[CH:4][CH:3]=1.C1(P(C2C=CC=CC=2C2C=CC=CC=2)C2CCCCC2)CCCCC1.[O-]P([O-])([O-])=O.[K+].[K+].[K+].[C:54]([O:63][CH3:64])(=[O:62])[C:55]1[C:56](=[CH:58][CH:59]=[CH:60][CH:61]=1)[NH2:57], predict the reaction product. The product is: [CH3:64][O:63][C:54](=[O:62])[C:55]1[CH:61]=[CH:60][CH:59]=[CH:58][C:56]=1[NH:57][C:2]1[CH:10]=[C:9]2[C:5]([C:6]([CH:11]=[CH:12][C:13]3[CH:18]=[CH:17][C:16]([CH2:19][CH3:20])=[CH:15][N:14]=3)=[N:7][NH:8]2)=[CH:4][CH:3]=1. (3) Given the reactants [N:1]1[CH:6]=[CH:5][C:4]([C:7]2[S:11][C:10]([C:12]([OH:14])=O)=[CH:9][CH:8]=2)=[CH:3][CH:2]=1.[I:15][C:16]1[CH:17]=[C:18]([CH2:22][NH2:23])[CH:19]=[CH:20][CH:21]=1, predict the reaction product. The product is: [I:15][C:16]1[CH:17]=[C:18]([CH:19]=[CH:20][CH:21]=1)[CH2:22][NH:23][C:12]([C:10]1[S:11][C:7]([C:4]2[CH:3]=[CH:2][N:1]=[CH:6][CH:5]=2)=[CH:8][CH:9]=1)=[O:14]. (4) Given the reactants [Cl:1][C:2]1[CH:29]=[CH:28][C:5]([CH2:6][NH:7][C:8]([C:10]2[C:11](=[O:27])[C:12]3[C:13]4[N:14]([CH:26]=2)[CH2:15][C:16](=[O:25])[N:17]([CH3:24])[C:18]=4[CH:19]=[C:20]([CH2:22]Cl)[CH:21]=3)=[O:9])=[CH:4][CH:3]=1.[S:30]1[C:34]2[CH:35]=[CH:36][CH:37]=[CH:38][C:33]=2[C:32]([CH:39]([OH:43])[CH2:40][NH:41][CH3:42])=[CH:31]1.CN(C=O)C.C(N(C(C)C)CC)(C)C, predict the reaction product. The product is: [S:30]1[C:34]2[CH:35]=[CH:36][CH:37]=[CH:38][C:33]=2[C:32]([CH:39]([OH:43])[CH2:40][N:41]([CH2:22][C:20]2[CH:21]=[C:12]3[C:11](=[O:27])[C:10]([C:8]([NH:7][CH2:6][C:5]4[CH:4]=[CH:3][C:2]([Cl:1])=[CH:29][CH:28]=4)=[O:9])=[CH:26][N:14]4[CH2:15][C:16](=[O:25])[N:17]([CH3:24])[C:18]([CH:19]=2)=[C:13]34)[CH3:42])=[CH:31]1.